Dataset: Catalyst prediction with 721,799 reactions and 888 catalyst types from USPTO. Task: Predict which catalyst facilitates the given reaction. (1) Reactant: [C:1]([O:5][C:6]([NH:8][CH2:9][C:10]1[CH:18]=[CH:17][C:13]([C:14]([OH:16])=O)=[CH:12][CH:11]=1)=[O:7])([CH3:4])([CH3:3])[CH3:2].C(N1C=CN=C1)(N1C=CN=C1)=O.[NH2:31][CH2:32][CH2:33][OH:34].C(=O)([O-])O.[Na+]. The catalyst class is: 34. Product: [OH:34][CH2:33][CH2:32][NH:31][C:14]([C:13]1[CH:12]=[CH:11][C:10]([CH2:9][NH:8][C:6](=[O:7])[O:5][C:1]([CH3:2])([CH3:3])[CH3:4])=[CH:18][CH:17]=1)=[O:16]. (2) Reactant: Br[C:2]1[CH:11]=[C:10]2[C:5]([CH2:6][CH:7]([CH2:12][CH2:13][CH3:14])[CH2:8][O:9]2)=[CH:4][C:3]=1[F:15].C([Li])CCC.[I:21]I. Product: [F:15][C:3]1[CH:4]=[C:5]2[C:10](=[CH:11][C:2]=1[I:21])[O:9][CH2:8][CH:7]([CH2:12][CH2:13][CH3:14])[CH2:6]2. The catalyst class is: 134. (3) Reactant: [C:1]([N:4]1[CH2:9][CH2:8][CH:7]([C:10]([N:12]2[CH2:18][CH2:17][CH2:16][CH2:15][C:14]3[NH:19][C:20]([CH:22]=O)=[CH:21][C:13]2=3)=[O:11])[CH2:6][CH2:5]1)(=[O:3])[CH3:2].[F:24][C:25]1[CH:26]=[C:27]([C:31]2[CH:39]=[CH:38][CH:37]=[C:36]3[C:32]=2[CH2:33][C:34](=[O:40])[NH:35]3)[CH:28]=[CH:29][CH:30]=1. Product: [C:1]([N:4]1[CH2:5][CH2:6][CH:7]([C:10]([N:12]2[CH2:18][CH2:17][CH2:16][CH2:15][C:14]3[NH:19][C:20](/[CH:22]=[C:33]4\[C:34](=[O:40])[NH:35][C:36]5[C:32]\4=[C:31]([C:27]4[CH:28]=[CH:29][CH:30]=[C:25]([F:24])[CH:26]=4)[CH:39]=[CH:38][CH:37]=5)=[CH:21][C:13]2=3)=[O:11])[CH2:8][CH2:9]1)(=[O:3])[CH3:2]. The catalyst class is: 495.